From a dataset of Forward reaction prediction with 1.9M reactions from USPTO patents (1976-2016). Predict the product of the given reaction. (1) Given the reactants [N+:1]([C:4]1[CH:5]=[C:6]([CH2:14][OH:15])[CH:7]=[C:8]([C:10]([F:13])([F:12])[F:11])[CH:9]=1)([O-])=O, predict the reaction product. The product is: [NH2:1][C:4]1[CH:5]=[C:6]([CH2:14][OH:15])[CH:7]=[C:8]([C:10]([F:11])([F:12])[F:13])[CH:9]=1. (2) Given the reactants [F:1][C:2]1([F:44])[C:9]2[C:8]([C:10]([F:13])([F:12])[F:11])=[N:7][N:6]([CH2:14][C:15]([NH:17][C@H:18]([C:28]3[C:33]([C:34]4[CH:35]=[CH:36][C:37]([F:43])=[C:38]([CH:42]=4)[C:39]([NH2:41])=[O:40])=[CH:32][CH:31]=[CH:30][N:29]=3)[CH2:19][C:20]3[CH:25]=[C:24]([F:26])[CH:23]=[C:22]([F:27])[CH:21]=3)=[O:16])[C:5]=2[CH2:4][CH2:3]1.CC(O)=[O:47], predict the reaction product. The product is: [F:44][C:2]1([F:1])[C:9]2[C:8]([C:10]([F:11])([F:13])[F:12])=[N:7][N:6]([CH2:14][C:15]([NH:17][C@H:18]([C:28]3[C:33]([C:34]4[CH:35]=[CH:36][C:37]([F:43])=[C:38]([CH:42]=4)[C:39]([NH2:41])=[O:40])=[CH:32][CH:31]=[CH:30][N:29]=3)[CH2:19][C:20]3[CH:25]=[C:24]([F:26])[CH:23]=[C:22]([F:27])[CH:21]=3)=[O:16])[C:5]=2[C:4](=[O:47])[CH2:3]1. (3) Given the reactants [Br:1][C:2]1[CH:14]=[CH:13][C:12]2[C:11]3[C:6](=[CH:7][C:8]([Br:15])=[CH:9][CH:10]=3)[CH2:5][C:4]=2[CH:3]=1.C(O)(=[O:18])C, predict the reaction product. The product is: [Br:1][C:2]1[C:3](=[O:18])[C:4]2[C:12](=[CH:13][CH:14]=1)[C:11]1[C:6](=[CH:7][C:8]([Br:15])=[CH:9][CH:10]=1)[CH:5]=2.